From a dataset of Forward reaction prediction with 1.9M reactions from USPTO patents (1976-2016). Predict the product of the given reaction. (1) Given the reactants [CH2:1]([O:3][C:4](=[O:25])[CH:5]=P(C1C=CC=CC=1)(C1C=CC=CC=1)C1C=CC=CC=1)[CH3:2].[N:26]([CH:29]1[CH2:31][CH2:30]1)=[C:27]=[S:28].[CH3:32][O:33][C:34](=[O:40])[C:35](=O)[CH:36](Br)[CH3:37].O, predict the reaction product. The product is: [CH:29]1([NH:26][C:27]2[S:28][C:36]([CH3:37])=[C:35]([C:34]([O:33][CH3:32])=[O:40])[C:5]=2[C:4]([O:3][CH2:1][CH3:2])=[O:25])[CH2:31][CH2:30]1. (2) Given the reactants [CH:1]1[C:14]2[C:5](=[CH:6][C:7]3[C:12]([C:13]=2[CH2:15]O)=[CH:11][CH:10]=[CH:9][CH:8]=3)[CH:4]=[CH:3][CH:2]=1.P(Br)(Br)[Br:18].C([O-])([O-])=O.[K+].[K+], predict the reaction product. The product is: [Br:18][CH2:15][C:13]1[C:14]2[C:5]([CH:6]=[C:7]3[C:12]=1[CH:11]=[CH:10][CH:9]=[CH:8]3)=[CH:4][CH:3]=[CH:2][CH:1]=2. (3) Given the reactants Br[C:2]1[CH:7]=[CH:6][C:5]([C:8]2[N:9]=[C:10]([NH2:13])[O:11][CH:12]=2)=[C:4]([F:14])[CH:3]=1.[C:15]([NH:19][S:20]([C:23]1[CH:28]=[CH:27][CH:26]=[CH:25][C:24]=1B(O)O)(=[O:22])=[O:21])([CH3:18])([CH3:17])[CH3:16], predict the reaction product. The product is: [NH2:13][C:10]1[O:11][CH:12]=[C:8]([C:5]2[CH:6]=[CH:7][C:2]([C:24]3[C:23]([S:20]([NH:19][C:15]([CH3:18])([CH3:17])[CH3:16])(=[O:21])=[O:22])=[CH:28][CH:27]=[CH:26][CH:25]=3)=[CH:3][C:4]=2[F:14])[N:9]=1. (4) Given the reactants [CH3:1][O:2][C:3](=[O:16])[CH2:4][CH:5]1[C:9]2[CH:10]=[C:11]([CH3:15])[C:12]([OH:14])=[CH:13][C:8]=2[O:7][CH2:6]1.[F:17][C:18]([F:30])([F:29])[C:19]1[CH:27]=[CH:26][CH:25]=[C:24]2[C:20]=1[CH2:21][CH2:22][C@@H:23]2O.C1(P(C2C=CC=CC=2)C2C=CC=CC=2)C=CC=CC=1.C(OC(N=NC(OC(C)(C)C)=O)=O)(C)(C)C, predict the reaction product. The product is: [CH3:1][O:2][C:3](=[O:16])[CH2:4][CH:5]1[C:9]2[CH:10]=[C:11]([CH3:15])[C:12]([O:14][C@H:23]3[C:24]4[C:20](=[C:19]([C:18]([F:17])([F:29])[F:30])[CH:27]=[CH:26][CH:25]=4)[CH2:21][CH2:22]3)=[CH:13][C:8]=2[O:7][CH2:6]1. (5) Given the reactants [CH3:1][C:2]1([C:8]([O:10]CC2C=CC=CC=2)=[O:9])[CH2:7][C:4]2([CH2:6][CH2:5]2)[CH2:3]1.[OH-].[Na+], predict the reaction product. The product is: [CH3:1][C:2]1([C:8]([OH:10])=[O:9])[CH2:7][C:4]2([CH2:6][CH2:5]2)[CH2:3]1. (6) The product is: [Br:24][C:13]1[CH:14]=[CH:15][C:10]([N:9]([C:6]2[CH:7]=[CH:8][C:3]([O:2][CH3:1])=[CH:4][CH:5]=2)[C:16]2[CH:17]=[CH:18][C:19]([O:22][CH3:23])=[CH:20][CH:21]=2)=[CH:11][CH:12]=1. Given the reactants [CH3:1][O:2][C:3]1[CH:8]=[CH:7][C:6]([N:9]([C:16]2[CH:21]=[CH:20][C:19]([O:22][CH3:23])=[CH:18][CH:17]=2)[C:10]2[CH:15]=[CH:14][CH:13]=[CH:12][CH:11]=2)=[CH:5][CH:4]=1.[Br:24]N1C(=O)CCC1=O.C(OC(=O)C)C, predict the reaction product.